This data is from NCI-60 drug combinations with 297,098 pairs across 59 cell lines. The task is: Regression. Given two drug SMILES strings and cell line genomic features, predict the synergy score measuring deviation from expected non-interaction effect. (1) Drug 1: CC1C(C(CC(O1)OC2CC(CC3=C2C(=C4C(=C3O)C(=O)C5=C(C4=O)C(=CC=C5)OC)O)(C(=O)CO)O)N)O.Cl. Drug 2: COC1=C2C(=CC3=C1OC=C3)C=CC(=O)O2. Cell line: SR. Synergy scores: CSS=19.1, Synergy_ZIP=-5.78, Synergy_Bliss=2.95, Synergy_Loewe=-7.93, Synergy_HSA=1.39. (2) Drug 1: C1C(C(OC1N2C=NC3=C(N=C(N=C32)Cl)N)CO)O. Drug 2: CCC1(C2=C(COC1=O)C(=O)N3CC4=CC5=C(C=CC(=C5CN(C)C)O)N=C4C3=C2)O.Cl. Cell line: COLO 205. Synergy scores: CSS=56.2, Synergy_ZIP=-12.7, Synergy_Bliss=-12.4, Synergy_Loewe=-4.97, Synergy_HSA=-2.69. (3) Drug 1: CC(C)(C#N)C1=CC(=CC(=C1)CN2C=NC=N2)C(C)(C)C#N. Drug 2: CCC1(C2=C(COC1=O)C(=O)N3CC4=CC5=C(C=CC(=C5CN(C)C)O)N=C4C3=C2)O.Cl. Cell line: SK-OV-3. Synergy scores: CSS=20.7, Synergy_ZIP=-6.91, Synergy_Bliss=-3.96, Synergy_Loewe=-11.1, Synergy_HSA=-4.77. (4) Drug 1: C1CCN(CC1)CCOC2=CC=C(C=C2)C(=O)C3=C(SC4=C3C=CC(=C4)O)C5=CC=C(C=C5)O. Drug 2: CC1=C2C(C(=O)C3(C(CC4C(C3C(C(C2(C)C)(CC1OC(=O)C(C(C5=CC=CC=C5)NC(=O)OC(C)(C)C)O)O)OC(=O)C6=CC=CC=C6)(CO4)OC(=O)C)O)C)O. Cell line: KM12. Synergy scores: CSS=29.8, Synergy_ZIP=1.81, Synergy_Bliss=5.51, Synergy_Loewe=-46.7, Synergy_HSA=-0.138. (5) Drug 1: C1CN1C2=NC(=NC(=N2)N3CC3)N4CC4. Drug 2: COC1=C(C=C2C(=C1)N=CN=C2NC3=CC(=C(C=C3)F)Cl)OCCCN4CCOCC4. Cell line: IGROV1. Synergy scores: CSS=27.3, Synergy_ZIP=-6.39, Synergy_Bliss=-2.66, Synergy_Loewe=-0.810, Synergy_HSA=-0.179.